From a dataset of Reaction yield outcomes from USPTO patents with 853,638 reactions. Predict the reaction yield, written as a fraction of the theoretical maximum amount of product (1.0 means a 100% yield; for example, 0.34 means a 34% yield). (1) The reactants are [NH2:1][C:2](=[O:36])[CH2:3][O:4][C:5]1[C:13]([C:14]2[CH:15]=[CH:16][C:17]3[O:21][C:20]([C:22]4[CH:27]=[CH:26][C:25]([F:28])=[CH:24][CH:23]=4)=[C:19]([C:29](=[O:32])[NH:30][CH3:31])[C:18]=3[CH:33]=2)=[CH:12][C:8]([C:9]([OH:11])=O)=[C:7]([O:34][CH3:35])[CH:6]=1.[CH3:37][C:38]([NH2:41])([CH3:40])[CH3:39].CN(C(O[N:50]1N=N[C:52]2[CH:53]=[CH:54]C=N[C:51]1=2)=[N+](C)C)C.F[P-](F)(F)(F)(F)F. The catalyst is CN(C=O)C. The product is [NH2:1][C:2](=[O:36])[CH2:3][O:4][C:5]1[CH:6]=[C:7]([O:34][CH3:35])[C:8]([C:9](=[O:11])[NH:41][C:38]2([C:40]3[CH:54]=[CH:53][CH:52]=[CH:51][N:50]=3)[CH2:39][CH2:37]2)=[CH:12][C:13]=1[C:14]1[CH:15]=[CH:16][C:17]2[O:21][C:20]([C:22]3[CH:27]=[CH:26][C:25]([F:28])=[CH:24][CH:23]=3)=[C:19]([C:29]([NH:30][CH3:31])=[O:32])[C:18]=2[CH:33]=1. The yield is 0.520. (2) The reactants are [CH2:1]([O:8][C:9]([NH:11][CH2:12][CH2:13][C@H:14]([OH:18])[C:15]([OH:17])=[O:16])=[O:10])[C:2]1[CH:7]=[CH:6][CH:5]=[CH:4][CH:3]=1.N1C=CC=CC=1.[C:25](Cl)(=[O:32])[C:26]1[CH:31]=[CH:30][CH:29]=[CH:28][CH:27]=1. The catalyst is C1COCC1.CN(C1C=CN=CC=1)C. The product is [C:25]([O:18][C@@H:14]([CH2:13][CH2:12][NH:11][C:9]([O:8][CH2:1][C:2]1[CH:3]=[CH:4][CH:5]=[CH:6][CH:7]=1)=[O:10])[C:15]([OH:17])=[O:16])(=[O:32])[C:26]1[CH:31]=[CH:30][CH:29]=[CH:28][CH:27]=1. The yield is 0.510.